This data is from Full USPTO retrosynthesis dataset with 1.9M reactions from patents (1976-2016). The task is: Predict the reactants needed to synthesize the given product. (1) Given the product [C:1]([C:5]1[CH:6]=[CH:7][C:8]([S:11]([N:14]([CH2:24][C:25](=[O:26])[N:31]([CH:28]2[CH2:30][CH2:29]2)[CH2:32][C:33]2[CH:38]=[CH:37][CH:36]=[C:35]([O:39][CH3:40])[CH:34]=2)[C:15]2[CH:20]=[CH:19][CH:18]=[CH:17][C:16]=2[C:21]([NH2:22])=[O:23])(=[O:13])=[O:12])=[CH:9][CH:10]=1)([CH3:2])([CH3:3])[CH3:4], predict the reactants needed to synthesize it. The reactants are: [C:1]([C:5]1[CH:10]=[CH:9][C:8]([S:11]([N:14]([CH2:24][C:25](O)=[O:26])[C:15]2[CH:20]=[CH:19][CH:18]=[CH:17][C:16]=2[C:21](=[O:23])[NH2:22])(=[O:13])=[O:12])=[CH:7][CH:6]=1)([CH3:4])([CH3:3])[CH3:2].[CH:28]1([NH:31][CH2:32][C:33]2[CH:38]=[CH:37][CH:36]=[C:35]([O:39][CH3:40])[CH:34]=2)[CH2:30][CH2:29]1. (2) The reactants are: [Cl:1][C:2]1[C:7]([N+:8]([O-])=O)=[CH:6][C:5]([N+:11]([O-])=O)=[CH:4][N:3]=1.CCOC(C)=O. Given the product [ClH:1].[N:3]1[CH:4]=[C:5]([NH2:11])[CH:6]=[C:7]([NH2:8])[CH:2]=1, predict the reactants needed to synthesize it. (3) Given the product [Cl:14][C:15]1[CH:20]=[CH:19][C:18]([S:8]([Cl:11])(=[O:10])=[O:9])=[CH:17][C:16]=1[F:22], predict the reactants needed to synthesize it. The reactants are: FC1C=CC([S:8]([Cl:11])(=[O:10])=[O:9])=CC=1OC.[Cl:14][C:15]1[CH:20]=[CH:19][C:18](N)=[CH:17][C:16]=1[F:22]. (4) Given the product [CH3:1][S:2]([C:5]1[CH:13]=[C:12]2[C:8]([C:9]([C:24]([CH:20]3[C:21]([CH3:23])([CH3:22])[C:19]3([CH3:27])[CH3:18])=[O:25])=[CH:10][NH:11]2)=[CH:7][CH:6]=1)(=[O:4])=[O:3], predict the reactants needed to synthesize it. The reactants are: [CH3:1][S:2]([C:5]1[CH:13]=[C:12]2[C:8]([CH:9]=[CH:10][NH:11]2)=[CH:7][CH:6]=1)(=[O:4])=[O:3].C([Mg]Br)C.[CH3:18][C:19]1([CH3:27])[C:21]([CH3:23])([CH3:22])[CH:20]1[C:24](Cl)=[O:25]. (5) Given the product [N:15]1[CH:16]=[CH:17][C:12](/[CH:11]=[CH:10]/[C:6]2[CH:5]=[C:4]([NH2:1])[CH:9]=[CH:8][CH:7]=2)=[CH:13][CH:14]=1, predict the reactants needed to synthesize it. The reactants are: [N+:1]([C:4]1[CH:5]=[C:6](/[CH:10]=[CH:11]/[C:12]2[CH:17]=[CH:16][N:15]=[CH:14][CH:13]=2)[CH:7]=[CH:8][CH:9]=1)([O-])=O.O.O.[Sn](Cl)Cl. (6) Given the product [CH3:20][O:19][C:18]1[CH:17]=[CH:16][CH:15]=[CH:14][C:13]=1[CH:9]=[CH:10][C:11](=[O:12])[CH3:5], predict the reactants needed to synthesize it. The reactants are: CC1NC2C[CH:9]([C:13]3[C:18]([O:19][CH3:20])=[CH:17][CH:16]=[CH:15][CH:14]=3)[CH2:10][C:11](=[O:12])[C:5]=2C(C2C=CC=C(O)C=2)C=1C(OCCOC)=O.C(O)(=O)C.N.COC1C=CC=CC=1C=O.C(OCC)(=O)CC([O-])=O.